From a dataset of Peptide-MHC class II binding affinity with 134,281 pairs from IEDB. Regression. Given a peptide amino acid sequence and an MHC pseudo amino acid sequence, predict their binding affinity value. This is MHC class II binding data. (1) The peptide sequence is EKKYFAATQQEPLAA. The MHC is DRB1_0701 with pseudo-sequence DRB1_0701. The binding affinity (normalized) is 0.736. (2) The peptide sequence is SQDLELSWNLNGLQAK. The MHC is HLA-DQA10301-DQB10302 with pseudo-sequence HLA-DQA10301-DQB10302. The binding affinity (normalized) is 0.474. (3) The peptide sequence is PTPVNIIGRNMLTQIGC. The MHC is DRB1_0701 with pseudo-sequence DRB1_0701. The binding affinity (normalized) is 0.158. (4) The peptide sequence is EQDLELSWNLNGLQAY. The MHC is HLA-DQA10101-DQB10501 with pseudo-sequence HLA-DQA10101-DQB10501. The binding affinity (normalized) is 0.606.